From a dataset of Reaction yield outcomes from USPTO patents with 853,638 reactions. Predict the reaction yield, written as a fraction of the theoretical maximum amount of product (1.0 means a 100% yield; for example, 0.34 means a 34% yield). (1) The reactants are [NH3:1].C1COCC1.[CH3:7][N:8]1[C:12]2[CH:13]=[CH:14][C:15]([S:17](Cl)(=[O:19])=[O:18])=[CH:16][C:11]=2[O:10][C:9]1=[O:21]. The catalyst is C(Cl)(Cl)Cl. The product is [CH3:7][N:8]1[C:12]2[CH:13]=[CH:14][C:15]([S:17]([NH2:1])(=[O:19])=[O:18])=[CH:16][C:11]=2[O:10][C:9]1=[O:21]. The yield is 1.00. (2) The catalyst is C(O)(=O)C.[Zn]. The product is [CH2:1]([N:4]1[CH2:5][C:6]([NH2:7])([C:12]2[CH:17]=[CH:16][CH:15]=[C:14]([Br:18])[CH:13]=2)[CH:10]([CH2:9][OH:8])[CH2:11]1)[CH:2]=[CH2:3]. The reactants are [CH2:1]([N:4]1[CH2:11][CH:10]2[C:6]([C:12]3[CH:17]=[CH:16][CH:15]=[C:14]([Br:18])[CH:13]=3)([NH:7][O:8][CH2:9]2)[CH2:5]1)[CH:2]=[CH2:3].C(OCC)(=O)C. The yield is 0.970. (3) The reactants are C([O:8][CH2:9][C@H:10]([O:31][C:32](=[O:48])[CH2:33][CH2:34][CH2:35][CH2:36][CH2:37][CH2:38][CH2:39][CH2:40][CH2:41][CH2:42][CH2:43][CH2:44][CH2:45][CH2:46][CH3:47])[CH2:11][O:12][CH2:13][CH2:14][CH2:15][CH2:16][CH2:17][CH2:18][CH2:19][CH2:20]/[CH:21]=[CH:22]\[CH2:23][CH2:24][CH2:25][CH2:26][CH2:27][CH2:28][CH2:29][CH3:30])C1C=CC=CC=1.B(Cl)(Cl)Cl. The catalyst is C(Cl)Cl. The product is [CH2:13]([O:12][CH2:11][C@H:10]([CH2:9][OH:8])[O:31][C:32](=[O:48])[CH2:33][CH2:34][CH2:35][CH2:36][CH2:37][CH2:38][CH2:39][CH2:40][CH2:41][CH2:42][CH2:43][CH2:44][CH2:45][CH2:46][CH3:47])[CH2:14][CH2:15][CH2:16][CH2:17][CH2:18][CH2:19][CH2:20]/[CH:21]=[CH:22]\[CH2:23][CH2:24][CH2:25][CH2:26][CH2:27][CH2:28][CH2:29][CH3:30]. The yield is 0.690. (4) The reactants are [OH-].[Na+].[F:3][C:4]1[CH:12]=[CH:11][CH:10]=[C:9]([N:13]2[N:17]=[CH:16][CH:15]=[N:14]2)[C:5]=1[C:6]([OH:8])=O.S(Cl)(Cl)=O.C(=O)([O-])[O-].[Na+].[Na+].[CH3:28][C:29]1[CH:34]=[C:33]([CH3:35])[N:32]=[C:31]([N:36]2[CH2:43][CH:42]3[CH:38]([CH2:39][NH:40][CH2:41]3)[CH2:37]2)[N:30]=1.CC(O)=O. The catalyst is CC1C=C(C)N=C(N2CC3C(CNC3)C2)N=1.CC(O)=O.C1(C)C=CC=CC=1. The product is [CH3:35][C:33]1[CH:34]=[C:29]([CH3:28])[N:30]=[C:31]([N:36]2[CH2:43][CH:42]3[CH2:41][N:40]([C:6]([C:5]4[C:9]([N:13]5[N:17]=[CH:16][CH:15]=[N:14]5)=[CH:10][CH:11]=[CH:12][C:4]=4[F:3])=[O:8])[CH2:39][CH:38]3[CH2:37]2)[N:32]=1. The yield is 0.740. (5) The reactants are COC(=O)C(O)=CC(=O)N(C[C:9]1[CH:14]=[CH:13][C:12]([Cl:15])=[CH:11][CH:10]=1)C[C:9]1[CH:14]=[CH:13][C:12]([Cl:15])=[C:11](Cl)[CH:10]=1.C=O.CN.[Cl:32][C:33]1[CH:34]=[C:35]([CH:49]=[CH:50][C:51]=1[Cl:52])[CH2:36][N:37]([CH3:48])[C:38]([C:40]1[CH2:41][N:42]([CH3:47])[C:43](=[O:46])[C:44]=1[OH:45])=[O:39]. No catalyst specified. The product is [Cl:15][C:12]1[CH:13]=[CH:14][C:9]([CH2:48][N:37]([CH2:36][C:35]2[CH:49]=[CH:50][C:51]([Cl:52])=[C:33]([Cl:32])[CH:34]=2)[C:38]([C:40]2[CH2:41][N:42]([CH3:47])[C:43](=[O:46])[C:44]=2[OH:45])=[O:39])=[CH:10][CH:11]=1. The yield is 0.390. (6) The reactants are [F-:1].[K+].[Cl:3][C:4]1[C:9]([C:10]2[C:15]([C:16]([F:19])([F:18])[F:17])=[CH:14][CH:13]=[CH:12][N:11]=2)=[C:8](Cl)[N:7]2[N:21]=[C:22]([CH3:24])[N:23]=[C:6]2[N:5]=1.[F:25][CH:26]([F:31])[C@:27](F)([NH2:29])[CH3:28].Cl. The catalyst is C(#N)C. The product is [Cl:3][C:4]1[C:9]([C:10]2[C:15]([C:16]([F:17])([F:19])[F:18])=[CH:14][CH:13]=[CH:12][N:11]=2)=[C:8]([NH:29][C@@H:27]([CH3:28])[C:26]([F:31])([F:1])[F:25])[N:7]2[N:21]=[C:22]([CH3:24])[N:23]=[C:6]2[N:5]=1. The yield is 0.700. (7) The reactants are [CH2:1]([C:3]1[N:4]([C:28]2[CH:33]=[CH:32][C:31]([OH:34])=[CH:30][CH:29]=2)[C:5](=[O:27])[C:6]([CH2:12][C:13]2[CH:18]=[CH:17][C:16]([C:19]3[C:20]([C:25]#[N:26])=[CH:21][CH:22]=[CH:23][CH:24]=3)=[CH:15][CH:14]=2)=[C:7]([CH2:9][CH2:10][CH3:11])[N:8]=1)[CH3:2].[CH:35]12[O:41][CH:40]1[CH2:39][CH2:38][CH2:37][CH2:36]2.C(=O)([O-])[O-].[Cs+].[Cs+]. The catalyst is CN(C)C(=O)C. The product is [CH2:1]([C:3]1[N:4]([C:28]2[CH:33]=[CH:32][C:31]([O:34][C@@H:39]3[CH2:38][CH2:37][CH2:36][CH2:35][C@H:40]3[OH:41])=[CH:30][CH:29]=2)[C:5](=[O:27])[C:6]([CH2:12][C:13]2[CH:18]=[CH:17][C:16]([C:19]3[C:20]([C:25]#[N:26])=[CH:21][CH:22]=[CH:23][CH:24]=3)=[CH:15][CH:14]=2)=[C:7]([CH2:9][CH2:10][CH3:11])[N:8]=1)[CH3:2]. The yield is 0.620. (8) The reactants are [NH2:1][CH2:2][CH2:3][C:4]1[CH:9]=[CH:8][C:7]([S:10]([NH2:13])(=[O:12])=[O:11])=[CH:6][CH:5]=1.[CH3:14][C:15](O)=O.[C:18]1([CH:28]=O)[C:27]2[C:22](=[CH:23][CH:24]=[CH:25][CH:26]=2)[CH:21]=[CH:20][N:19]=1.[BH-](O[C:40]([CH3:42])=O)(OC(C)=O)OC(C)=O.[Na+].Cl[CH2:45][CH2:46]Cl. The catalyst is O. The product is [C:18]1([CH2:28][N:1]([CH2:21][C:20]2[C:14]3[C:15](=[CH:45][CH:46]=[CH:40][CH:42]=3)[CH:27]=[CH:18][N:19]=2)[CH2:2][CH2:3][C:4]2[CH:5]=[CH:6][C:7]([S:10]([NH2:13])(=[O:11])=[O:12])=[CH:8][CH:9]=2)[C:27]2[C:22](=[CH:23][CH:24]=[CH:25][CH:26]=2)[CH:21]=[CH:20][N:19]=1. The yield is 0.770. (9) The reactants are Cl[C:2]1[C:7]([C:8]([O:10][CH3:11])=[O:9])=[CH:6][N:5]=[C:4]([Cl:12])[CH:3]=1.[CH2:13]([NH2:20])[C:14]1[CH:19]=[CH:18][CH:17]=[CH:16][CH:15]=1. No catalyst specified. The product is [CH2:13]([NH:20][C:2]1[C:7]([C:8]([O:10][CH3:11])=[O:9])=[CH:6][N:5]=[C:4]([Cl:12])[CH:3]=1)[C:14]1[CH:19]=[CH:18][CH:17]=[CH:16][CH:15]=1. The yield is 0.900. (10) The reactants are [F:1][CH:2]([CH2:27][CH2:28][CH3:29])[CH2:3][N:4]1[CH2:9][CH2:8][CH:7]([CH2:10][O:11][C:12]2[CH:17]=[CH:16][C:15]([C:18]3[CH:23]=[CH:22][C:21]([C:24](O)=[O:25])=[CH:20][CH:19]=3)=[CH:14][CH:13]=2)[CH2:6][CH2:5]1.[NH:30]1[CH2:34][CH2:33][CH2:32][C@@H:31]1[CH2:35][OH:36].C1CN([P+](ON2N=NC3C=CC=CC2=3)(N2CCCC2)N2CCCC2)CC1.F[P-](F)(F)(F)(F)F.CCN(C(C)C)C(C)C. The catalyst is CN(C=O)C.O. The product is [F:1][CH:2]([CH2:27][CH2:28][CH3:29])[CH2:3][N:4]1[CH2:5][CH2:6][CH:7]([CH2:10][O:11][C:12]2[CH:13]=[CH:14][C:15]([C:18]3[CH:23]=[CH:22][C:21]([C:24]([N:30]4[CH2:34][CH2:33][CH2:32][C@@H:31]4[CH2:35][OH:36])=[O:25])=[CH:20][CH:19]=3)=[CH:16][CH:17]=2)[CH2:8][CH2:9]1. The yield is 0.430.